From a dataset of Drug-target binding data from BindingDB using IC50 measurements. Regression. Given a target protein amino acid sequence and a drug SMILES string, predict the binding affinity score between them. We predict pIC50 (pIC50 = -log10(IC50 in M); higher means more potent). Dataset: bindingdb_ic50. (1) The small molecule is O=C(O)c1ccc(-c2nn(C(=O)c3c(Cl)cccc3C(F)(F)F)c3cc(C(=O)N4CCOCC4)ccc23)cc1. The pIC50 is 7.8. The target protein (P51450) has sequence MDRAPQRHHRTSRELLAAKKTHTSQIEVIPCKICGDKSSGIHYGVITCEGCKGFFRRSQQCNVAYSCTRQQNCPIDRTSRNRCQHCRLQKCLALGMSRDAVKFGRMSKKQRDSLHAEVQKQLQQQQQQEQVAKTPPAGSRGADTLTYTLGLSDGQLPLGASPDLPEASACPPGLLRASGSGPPYSNTLAKTEVQGASCHLEYSPERGKAEGRDSIYSTDGQLTLGRCGLRFEETRHPELGEPEQGPDSHCIPSFCSAPEVPYASLTDIEYLVQNVCKSFRETCQLRLEDLLRQRTNLFSREEVTSYQRKSMWEMWERCAHHLTEAIQYVVEFAKRLSGFMELCQNDQIILLTAGAMEVVLVRMCRAYNANNHTVFFEGKYGGVELFRALGCSELISSIFDFSHFLSALCFSEDEIALYTALVLINANRPGLQEKRRVEHLQYNLELAFHHHLCKTHRQGLLAKLPPKGKLRSLCSQHVEKLQIFQHLHPIVVQAAFPPLY.... (2) The small molecule is Cc1ccc(Cn2ncc3c(N4CCN(Cc5ccc(Cl)cc5)CC4)ncnc32)cc1. The target protein (P24468) has sequence MAMVVSTWRDPQDEVPGSQGSQASQAPPVPGPPPGAPHTPQTPGQGGPASTPAQTAAGGQGGPGGPGSDKQQQQQHIECVVCGDKSSGKHYGQFTCEGCKSFFKRSVRRNLSYTCRANRNCPIDQHHRNQCQYCRLKKCLKVGMRREAVQRGRMPPTQPTHGQFALTNGDPLNCHSYLSGYISLLLRAEPYPTSRFGSQCMQPNNIMGIENICELAARMLFSAVEWARNIPFFPDLQITDQVALLRLTWSELFVLNAAQCSMPLHVAPLLAAAGLHASPMSADRVVAFMDHIRIFQEQVEKLKALHVDSAEYSCLKAIVLFTSDACGLSDVAHVESLQEKSQCALEEYVRSQYPNQPTRFGKLLLRLPSLRTVSSSVIEQLFFVRLVGKTPIETLIRDMLLSGSSFNWPYMAIQ. The pIC50 is 5.0.